From a dataset of Peptide-MHC class II binding affinity with 134,281 pairs from IEDB. Regression. Given a peptide amino acid sequence and an MHC pseudo amino acid sequence, predict their binding affinity value. This is MHC class II binding data. (1) The peptide sequence is GELQIVDKIDAARKI. The MHC is DRB1_1201 with pseudo-sequence DRB1_1201. The binding affinity (normalized) is 0.597. (2) The peptide sequence is IITPTNVSHIQSAVV. The MHC is HLA-DQA10301-DQB10302 with pseudo-sequence HLA-DQA10301-DQB10302. The binding affinity (normalized) is 0.117. (3) The peptide sequence is EGHLRFLKNIILPVY. The MHC is DRB3_0202 with pseudo-sequence DRB3_0202. The binding affinity (normalized) is 0.891. (4) The peptide sequence is GDNQIMPKAGLLIIV. The MHC is DRB1_0401 with pseudo-sequence DRB1_0401. The binding affinity (normalized) is 0.0488.